Dataset: TCR-epitope binding with 47,182 pairs between 192 epitopes and 23,139 TCRs. Task: Binary Classification. Given a T-cell receptor sequence (or CDR3 region) and an epitope sequence, predict whether binding occurs between them. (1) Result: 0 (the TCR does not bind to the epitope). The epitope is EPLPQGQLTAY. The TCR CDR3 sequence is CASSYVTAQETQYF. (2) The epitope is YEGNSPFHPL. The TCR CDR3 sequence is CASTTGASGPLTDTQYF. Result: 0 (the TCR does not bind to the epitope). (3) The epitope is SGPLKAEIAQRLED. The TCR CDR3 sequence is CASTDVTGIYEQYF. Result: 0 (the TCR does not bind to the epitope).